The task is: Predict the product of the given reaction.. This data is from Forward reaction prediction with 1.9M reactions from USPTO patents (1976-2016). (1) Given the reactants C(N(C(C)C)CC)(C)C.[Br:10][C:11]1[CH:16]=[CH:15][CH:14]=[CH:13][C:12]=1[C:17]([NH:20][CH2:21][C:22]([O:24][C:25]([CH3:28])([CH3:27])[CH3:26])=[O:23])([CH3:19])[CH3:18].Cl[C:30]([O:32][CH2:33][C:34]1[CH:39]=[CH:38][CH:37]=[CH:36][CH:35]=1)=[O:31], predict the reaction product. The product is: [CH2:33]([O:32][C:30]([N:20]([C:17]([C:12]1[CH:13]=[CH:14][CH:15]=[CH:16][C:11]=1[Br:10])([CH3:18])[CH3:19])[CH2:21][C:22]([O:24][C:25]([CH3:28])([CH3:27])[CH3:26])=[O:23])=[O:31])[C:34]1[CH:39]=[CH:38][CH:37]=[CH:36][CH:35]=1. (2) The product is: [Cl:14][C:10]1[CH:11]=[C:12]2[C:7](=[CH:8][CH:9]=1)[N:6]([CH3:15])[C:5]([CH2:3][NH:2][CH3:1])=[CH:13]2. Given the reactants [CH3:1][NH:2][C:3]([C:5]1[N:6]([CH3:15])[C:7]2[C:12]([CH:13]=1)=[CH:11][C:10]([Cl:14])=[CH:9][CH:8]=2)=O.[H-].[Al+3].[Li+].[H-].[H-].[H-], predict the reaction product. (3) Given the reactants N([C@H]1CN(C(OC(C)(C)C)=O)[C@@H](CCC2C3C(=CC=C(OC)N=3)N=CC=2F)CC1)=[N+]=[N-].[F:32][C:33]1[CH:34]=[N:35][C:36]2[C:41]([C:42]=1[CH2:43][CH2:44][C@H:45]1[CH2:50][CH2:49][C@H:48]([NH:51][CH2:52][C:53]3[CH:54]=[CH:55][C:56]4[O:57][CH2:58][C:59](=[O:63])N[C:61]=4[N:62]=3)[CH2:47][N:46]1C(OC(C)(C)C)=O)=[N:40][C:39]([O:71][CH3:72])=[CH:38][CH:37]=2, predict the reaction product. The product is: [O:63]1[C:55]2[CH:54]=[C:53]([CH2:52][NH:51][C@@H:48]3[CH2:49][CH2:50][C@H:45]([CH2:44][CH2:43][C:42]4[C:41]5[C:36](=[CH:37][CH:38]=[C:39]([O:71][CH3:72])[N:40]=5)[N:35]=[CH:34][C:33]=4[F:32])[NH:46][CH2:47]3)[N:62]=[CH:61][C:56]=2[O:57][CH2:58][CH2:59]1. (4) Given the reactants [CH3:1][C@H:2]1[C@:14]23[CH:17]=[C:18]([CH3:21])[C@H:19]([OH:20])[C@@:13]2([OH:22])[C@H:12]([OH:23])[C:11]([CH2:24][OH:25])=[CH:10][C@H:9]([C:15]3=[O:16])[C@@H:5]2[C:6]([CH3:8])([CH3:7])[C@@H:4]2[CH2:3]1.CS(O)(=O)=O.C(N([CH2:36][CH3:37])CC)C.[C:38](OCC)(=O)C, predict the reaction product. The product is: [CH3:1][C@H:2]1[C:14]23[CH:17]=[C:18]([CH3:21])[C@H:19]([OH:20])[C@@:13]2([OH:22])[C@H:12]2[C:11]([CH2:24][O:25][C:36]([CH3:37])([CH3:38])[O:23]2)=[CH:10][CH:9]([C:15]3=[O:16])[CH:5]2[C:6]([CH3:8])([CH3:7])[CH:4]2[CH2:3]1. (5) Given the reactants P(C(C)(C)C)(C(C)(C)C)C(C)(C)C.Br[C:15]1[CH:31]=[CH:30][C:18]2[N:19]([CH:24]3[CH2:28][CH2:27][N:26]([CH3:29])[CH2:25]3)[CH2:20][CH2:21][CH2:22][CH2:23][C:17]=2[CH:16]=1.[Li+].C[Si]([N-:37][Si](C)(C)C)(C)C.Cl.[OH-].[Na+], predict the reaction product. The product is: [CH3:29][N:26]1[CH2:27][CH2:28][CH:24]([N:19]2[CH2:20][CH2:21][CH2:22][CH2:23][C:17]3[CH:16]=[C:15]([NH2:37])[CH:31]=[CH:30][C:18]2=3)[CH2:25]1.